This data is from Reaction yield outcomes from USPTO patents with 853,638 reactions. The task is: Predict the reaction yield, written as a fraction of the theoretical maximum amount of product (1.0 means a 100% yield; for example, 0.34 means a 34% yield). (1) The reactants are [H-].[Na+].[CH3:3][C:4]([Si:7]([CH3:37])([CH3:36])[O:8][CH2:9][C@@H:10]([NH:20][C:21]1[C:26]([NH:27][CH2:28][C:29](OCC)=[O:30])=[CH:25][CH:24]=[C:23]([O:34][CH3:35])[N:22]=1)[CH2:11][O:12][CH2:13][C:14]1[CH:19]=[CH:18][CH:17]=[CH:16][CH:15]=1)([CH3:6])[CH3:5]. The catalyst is C1COCC1. The product is [CH3:3][C:4]([Si:7]([CH3:36])([CH3:37])[O:8][CH2:9][C@@H:10]([N:20]1[C:29](=[O:30])[CH2:28][NH:27][C:26]2[CH:25]=[CH:24][C:23]([O:34][CH3:35])=[N:22][C:21]1=2)[CH2:11][O:12][CH2:13][C:14]1[CH:19]=[CH:18][CH:17]=[CH:16][CH:15]=1)([CH3:6])[CH3:5]. The yield is 0.910. (2) The reactants are [CH2:1]([N:8]1[CH2:13][CH2:12][C:11](=[O:14])[C:10]([CH3:16])([CH3:15])[CH2:9]1)[C:2]1[CH:7]=[CH:6][CH:5]=[CH:4][CH:3]=1.[BH4-].[Na+]. The catalyst is CO. The product is [CH2:1]([N:8]1[CH2:13][CH2:12][CH:11]([OH:14])[C:10]([CH3:16])([CH3:15])[CH2:9]1)[C:2]1[CH:3]=[CH:4][CH:5]=[CH:6][CH:7]=1. The yield is 0.970. (3) The reactants are [CH3:1][O:2][C:3](=[O:12])[C:4]1[CH:9]=[C:8]([I:10])[CH:7]=[CH:6][C:5]=1[OH:11].C(=O)([O-])[O-].[K+].[K+].[C:19](Br)(=O)[C:20]#[CH:21]. The catalyst is CC(C)=O. The product is [CH3:1][O:2][C:3](=[O:12])[C:4]1[CH:9]=[C:8]([I:10])[CH:7]=[CH:6][C:5]=1[O:11][CH2:21][C:20]#[CH:19]. The yield is 0.780. (4) The reactants are [F:1][C:2]1[CH:7]=[CH:6][C:5]([N:8]2[C:16]3[C:11](=[C:12]([N+:17]([O-])=O)[CH:13]=[CH:14][CH:15]=3)[CH:10]=[N:9]2)=[CH:4][CH:3]=1.C(O)(=O)C. The catalyst is C(O)C.C(OCC)(=O)C.[Fe]. The product is [F:1][C:2]1[CH:3]=[CH:4][C:5]([N:8]2[C:16]3[CH:15]=[CH:14][CH:13]=[C:12]([NH2:17])[C:11]=3[CH:10]=[N:9]2)=[CH:6][CH:7]=1. The yield is 0.760. (5) The reactants are C[O:2][C:3]1[CH:8]=[CH:7][C:6]([C:9]([F:12])([F:11])[F:10])=[CH:5][C:4]=1[B:13]([OH:15])[OH:14].B(Br)(Br)Br.COC. The catalyst is ClCCl. The product is [OH:2][C:3]1[CH:8]=[CH:7][C:6]([C:9]([F:12])([F:10])[F:11])=[CH:5][C:4]=1[B:13]([OH:15])[OH:14]. The yield is 0.650.